Dataset: Reaction yield outcomes from USPTO patents with 853,638 reactions. Task: Predict the reaction yield, written as a fraction of the theoretical maximum amount of product (1.0 means a 100% yield; for example, 0.34 means a 34% yield). (1) The reactants are Br[C:2]1[CH:7]=[CH:6][N:5]2[N:8]=[C:9]([C:11]3[CH:16]=[CH:15][C:14]([CH3:17])=[CH:13][CH:12]=3)[CH:10]=[C:4]2[CH:3]=1.[CH:18]([C:20]1[CH:21]=[C:22](B(O)O)[CH:23]=[CH:24][CH:25]=1)=[O:19].C(=O)([O-])[O-].[Cs+].[Cs+].O1CCCC1. The catalyst is C(OCC)(=O)C.C1C=CC(P(C2C=CC=CC=2)[C-]2C=CC=C2)=CC=1.C1C=CC(P(C2C=CC=CC=2)[C-]2C=CC=C2)=CC=1.Cl[Pd]Cl.[Fe+2].O. The product is [C:14]1([CH3:17])[CH:15]=[CH:16][C:11]([C:9]2[CH:10]=[C:4]3[CH:3]=[C:2]([C:24]4[CH:25]=[C:20]([CH:21]=[CH:22][CH:23]=4)[CH:18]=[O:19])[CH:7]=[CH:6][N:5]3[N:8]=2)=[CH:12][CH:13]=1. The yield is 0.650. (2) The reactants are [CH2:1]([O:8][C@@H:9]1[C@@H:17]([CH:18]=[O:19])[O:16][C@H:15]2[C@H:11]([N:12]=[C:13]([N:20]([CH3:28])[C:21](=[O:27])[O:22][C:23]([CH3:26])([CH3:25])[CH3:24])[S:14]2)[C@H:10]1[F:29])[C:2]1[CH:7]=[CH:6][CH:5]=[CH:4][CH:3]=1.C[Mg+].[Br-].[CH3:33]C(OC(OC(OC(C)(C)C)=O)=O)(C)C. The catalyst is C1COCC1. The product is [CH2:1]([O:8][C@@H:9]1[C@@H:17]([CH:18]([OH:19])[CH3:33])[O:16][C@H:15]2[C@H:11]([N:12]=[C:13]([N:20]([CH3:28])[C:21](=[O:27])[O:22][C:23]([CH3:24])([CH3:25])[CH3:26])[S:14]2)[C@H:10]1[F:29])[C:2]1[CH:3]=[CH:4][CH:5]=[CH:6][CH:7]=1. The yield is 0.800. (3) The reactants are O[C@H:2]([C:37]1[C:65]([F:66])=[CH:64][C:40]2[N:41]([CH2:56][O:57][CH2:58][CH2:59][Si:60]([CH3:63])([CH3:62])[CH3:61])[C:42]([C@@H:44]3[CH2:48][CH2:47][CH2:46][N:45]3[C:49]([O:51][C:52]([CH3:55])([CH3:54])[CH3:53])=[O:50])=[N:43][C:39]=2[CH:38]=1)[CH2:3][CH2:4][C@@H:5]([C:7]1[C:35]([F:36])=[CH:34][C:10]2[N:11]([CH2:26][O:27][CH2:28][CH2:29][Si:30]([CH3:33])([CH3:32])[CH3:31])[C:12]([C@@H:14]3[CH2:18][CH2:17][CH2:16][N:15]3[C:19]([O:21][C:22]([CH3:25])([CH3:24])[CH3:23])=[O:20])=[N:13][C:9]=2[CH:8]=1)O.C(N(CC)CC)C.S(Cl)(C)(=O)=O.[C:79]([C:83]1[CH:89]=[CH:88][C:86]([NH2:87])=[CH:85][CH:84]=1)([CH3:82])([CH3:81])[CH3:80]. The catalyst is C(Cl)Cl.CCOC(C)=O. The product is [C:79]([C:83]1[CH:84]=[CH:85][C:86]([N:87]2[C@@H:2]([C:37]3[C:65]([F:66])=[CH:64][C:40]4[N:41]([CH2:56][O:57][CH2:58][CH2:59][Si:60]([CH3:62])([CH3:61])[CH3:63])[C:42]([C@@H:44]5[CH2:48][CH2:47][CH2:46][N:45]5[C:49]([O:51][C:52]([CH3:53])([CH3:54])[CH3:55])=[O:50])=[N:43][C:39]=4[CH:38]=3)[CH2:3][CH2:4][C@@H:5]2[C:7]2[C:35]([F:36])=[CH:34][C:10]3[N:11]([CH2:26][O:27][CH2:28][CH2:29][Si:30]([CH3:31])([CH3:32])[CH3:33])[C:12]([C@@H:14]4[CH2:18][CH2:17][CH2:16][N:15]4[C:19]([O:21][C:22]([CH3:24])([CH3:23])[CH3:25])=[O:20])=[N:13][C:9]=3[CH:8]=2)=[CH:88][CH:89]=1)([CH3:82])([CH3:80])[CH3:81]. The yield is 0.410. (4) The reactants are [CH:1]1([N:5]2[CH2:10][CH2:9][CH:8]([OH:11])[CH2:7][CH2:6]2)[CH2:4][CH2:3][CH2:2]1.CC([O-])(C)C.[K+].Cl[C:19]1[CH:28]=[CH:27][C:26]2[CH:25]3[CH2:29][CH2:30][CH2:31][C:32](=[O:33])[N:24]3[CH2:23][CH2:22][C:21]=2[N:20]=1. The catalyst is C1COCC1. The product is [CH:1]1([N:5]2[CH2:6][CH2:7][CH:8]([O:11][C:19]3[CH:28]=[CH:27][C:26]4[CH:25]5[CH2:29][CH2:30][CH2:31][C:32](=[O:33])[N:24]5[CH2:23][CH2:22][C:21]=4[N:20]=3)[CH2:9][CH2:10]2)[CH2:4][CH2:3][CH2:2]1. The yield is 0.210. (5) The reactants are C(NC(C)C)(C)C.[Li]CCCC.[CH3:13][C:14]1[CH:19]=[CH:18][N:17]=[CH:16][CH:15]=1.[C:20](#N)[C:21]1[CH:26]=[CH:25][CH:24]=[CH:23][CH:22]=1.Br.C1C[O:32]CC1. The catalyst is CCCCCC.O. The product is [C:21]1([C:20](=[O:32])[CH2:13][C:14]2[CH:19]=[CH:18][N:17]=[CH:16][CH:15]=2)[CH:26]=[CH:25][CH:24]=[CH:23][CH:22]=1. The yield is 0.900. (6) The reactants are C[C:2]1[CH:7]=[CH:6][C:5]([N+:8]([O-])=O)=[CH:4][C:3]=1[O:11][CH3:12].[CH2:13](O)C. The catalyst is [Pd]. The product is [CH3:13][C:6]1[CH:7]=[CH:2][C:3]([O:11][CH3:12])=[CH:4][C:5]=1[NH2:8]. The yield is 0.970. (7) The reactants are [O:1]1[CH2:6][CH2:5][N:4]([C:7]2[CH:54]=[CH:53][C:10]([CH2:11][NH:12][C:13]([C:15]3[CH:20]=[CH:19][N:18]=[C:17]([C:21]4[CH:26]=[C:25]([N:27]5[CH2:32][CH2:31][CH2:30][CH2:29][CH2:28]5)[CH:24]=[CH:23][C:22]=4[NH:33][C:34]([C:36]4[CH:37]=[C:38]([CH:50]=[CH:51][CH:52]=4)[CH2:39][S:40][CH2:41][CH2:42][C:43]([O:45]C(C)(C)C)=[O:44])=[O:35])[CH:16]=3)=[O:14])=[CH:9][CH:8]=2)[CH2:3][CH2:2]1.FC(F)(F)C(O)=O.C([O-])(O)=O.[Na+]. The catalyst is ClCCl. The product is [O:1]1[CH2:6][CH2:5][N:4]([C:7]2[CH:54]=[CH:53][C:10]([CH2:11][NH:12][C:13]([C:15]3[CH:20]=[CH:19][N:18]=[C:17]([C:21]4[CH:26]=[C:25]([N:27]5[CH2:32][CH2:31][CH2:30][CH2:29][CH2:28]5)[CH:24]=[CH:23][C:22]=4[NH:33][C:34]([C:36]4[CH:37]=[C:38]([CH:50]=[CH:51][CH:52]=4)[CH2:39][S:40][CH2:41][CH2:42][C:43]([OH:45])=[O:44])=[O:35])[CH:16]=3)=[O:14])=[CH:9][CH:8]=2)[CH2:3][CH2:2]1. The yield is 0.130. (8) The reactants are [ClH:1].[OH:2][C:3]1[CH:8]=[CH:7][C:6]([CH2:9][C@H:10]([NH:12][C@H](C)C2C=CC=CC=2)[CH3:11])=[CH:5][CH:4]=1. The catalyst is [Pd].CO. The product is [ClH:1].[OH:2][C:3]1[CH:4]=[CH:5][C:6]([CH2:9][C@H:10]([NH2:12])[CH3:11])=[CH:7][CH:8]=1. The yield is 0.730.